From a dataset of NCI-60 drug combinations with 297,098 pairs across 59 cell lines. Regression. Given two drug SMILES strings and cell line genomic features, predict the synergy score measuring deviation from expected non-interaction effect. (1) Drug 1: CC1=C(C=C(C=C1)C(=O)NC2=CC(=CC(=C2)C(F)(F)F)N3C=C(N=C3)C)NC4=NC=CC(=N4)C5=CN=CC=C5. Drug 2: C(CCl)NC(=O)N(CCCl)N=O. Cell line: U251. Synergy scores: CSS=-5.19, Synergy_ZIP=-0.851, Synergy_Bliss=6.46, Synergy_Loewe=-3.91, Synergy_HSA=-3.11. (2) Drug 1: C1C(C(OC1N2C=NC3=C(N=C(N=C32)Cl)N)CO)O. Drug 2: C(CCl)NC(=O)N(CCCl)N=O. Cell line: A498. Synergy scores: CSS=9.91, Synergy_ZIP=-2.42, Synergy_Bliss=-2.57, Synergy_Loewe=-8.81, Synergy_HSA=-2.61. (3) Drug 1: CS(=O)(=O)OCCCCOS(=O)(=O)C. Drug 2: C(CCl)NC(=O)N(CCCl)N=O. Cell line: TK-10. Synergy scores: CSS=6.27, Synergy_ZIP=-0.879, Synergy_Bliss=0.276, Synergy_Loewe=-1.72, Synergy_HSA=-1.19. (4) Cell line: CAKI-1. Synergy scores: CSS=27.7, Synergy_ZIP=-6.35, Synergy_Bliss=-0.768, Synergy_Loewe=-4.46, Synergy_HSA=-3.86. Drug 1: C1=CC(=CC=C1C#N)C(C2=CC=C(C=C2)C#N)N3C=NC=N3. Drug 2: N.N.Cl[Pt+2]Cl. (5) Drug 1: CN1CCC(CC1)COC2=C(C=C3C(=C2)N=CN=C3NC4=C(C=C(C=C4)Br)F)OC. Drug 2: C1CNP(=O)(OC1)N(CCCl)CCCl. Cell line: SF-539. Synergy scores: CSS=3.70, Synergy_ZIP=1.64, Synergy_Bliss=7.78, Synergy_Loewe=-20.0, Synergy_HSA=0.966.